This data is from Forward reaction prediction with 1.9M reactions from USPTO patents (1976-2016). The task is: Predict the product of the given reaction. (1) Given the reactants [I:1][C:2]1[C:10]2[C:5](=[CH:6][CH:7]=[C:8]([C:11]3[S:12][C:13]([S:16][CH3:17])=[N:14][N:15]=3)[CH:9]=2)[NH:4][CH:3]=1.[H-].[Na+].[S:20](Cl)([C:23]1[CH:29]=[CH:28][C:26]([CH3:27])=[CH:25][CH:24]=1)(=[O:22])=[O:21], predict the reaction product. The product is: [I:1][C:2]1[C:10]2[C:5](=[CH:6][CH:7]=[C:8]([C:11]3[S:12][C:13]([S:16][CH3:17])=[N:14][N:15]=3)[CH:9]=2)[N:4]([S:20]([C:23]2[CH:29]=[CH:28][C:26]([CH3:27])=[CH:25][CH:24]=2)(=[O:22])=[O:21])[CH:3]=1. (2) Given the reactants [NH2:1][CH2:2][CH2:3][CH2:4][CH2:5][N:6]1[C:18]2[C:17]3[CH:16]=[CH:15][CH:14]=[CH:13][C:12]=3[N:11]=[C:10]([NH2:19])[C:9]=2[N:8]=[C:7]1[CH2:20][CH2:21][CH2:22][O:23][C:24]1[CH:29]=[CH:28][CH:27]=[CH:26][CH:25]=1.[N:30]1([C:36](Cl)=[O:37])[CH2:35][CH2:34][O:33][CH2:32][CH2:31]1, predict the reaction product. The product is: [NH2:19][C:10]1[C:9]2[N:8]=[C:7]([CH2:20][CH2:21][CH2:22][O:23][C:24]3[CH:25]=[CH:26][CH:27]=[CH:28][CH:29]=3)[N:6]([CH2:5][CH2:4][CH2:3][CH2:2][NH:1][C:36]([N:30]3[CH2:35][CH2:34][O:33][CH2:32][CH2:31]3)=[O:37])[C:18]=2[C:17]2[CH:16]=[CH:15][CH:14]=[CH:13][C:12]=2[N:11]=1. (3) Given the reactants C([O:5][C:6](=[O:29])[CH2:7][N:8]1[C:16]2[C:11](=[CH:12][C:13]([CH3:17])=[CH:14][CH:15]=2)[C:10]([CH:18]2[C:22]3[CH:23]=[CH:24][CH:25]=[CH:26][C:21]=3[S:20](=[O:28])(=[O:27])[NH:19]2)=[CH:9]1)(C)(C)C.Br[CH2:31][CH2:32][CH2:33][O:34][CH2:35][C:36]1[CH:41]=[CH:40][CH:39]=[CH:38][CH:37]=1, predict the reaction product. The product is: [CH2:35]([O:34][CH2:33][CH2:32][CH2:31][N:19]1[CH:18]([C:10]2[C:11]3[C:16](=[CH:15][CH:14]=[C:13]([CH3:17])[CH:12]=3)[N:8]([CH2:7][C:6]([OH:5])=[O:29])[CH:9]=2)[C:22]2[CH:23]=[CH:24][CH:25]=[CH:26][C:21]=2[S:20]1(=[O:27])=[O:28])[C:36]1[CH:41]=[CH:40][CH:39]=[CH:38][CH:37]=1. (4) Given the reactants O[NH:2][C:3]([C:5]1[C:6]2[CH:13]=[C:12]([C:14]([F:17])([F:16])[F:15])[NH:11][C:7]=2[N:8]=[CH:9][CH:10]=1)=[NH:4].[C:18]([O:21]C(=O)C)(=[O:20])[CH3:19], predict the reaction product. The product is: [C:18]([OH:21])(=[O:20])[CH3:19].[F:17][C:14]([F:15])([F:16])[C:12]1[NH:11][C:7]2[N:8]=[CH:9][CH:10]=[C:5]([C:3]([NH2:4])=[NH:2])[C:6]=2[CH:13]=1. (5) Given the reactants Br[C:2]1[CH:6]=[CH:5][S:4][C:3]=1[NH:7][C:8](=[O:14])[O:9][C:10]([CH3:13])([CH3:12])[CH3:11].C([O-])([O-])=O.[K+].[K+].Br[CH:22]([CH3:29])/[CH:23]=[CH:24]/[C:25]([O:27][CH3:28])=[O:26].C1C=CC(P(C2C=CC=CC=2)C2C=CC=CC=2)=CC=1, predict the reaction product. The product is: [CH3:28][O:27][C:25](=[O:26])[CH2:24][C:23]1[C:2]2[CH:6]=[CH:5][S:4][C:3]=2[N:7]([C:8]([O:9][C:10]([CH3:13])([CH3:12])[CH3:11])=[O:14])[C:22]=1[CH3:29]. (6) Given the reactants [CH3:1][C:2]1[CH:7]=[C:6]([CH3:8])[CH:5]=[CH:4][C:3]=1[N:9]([CH2:23][CH:24]([CH3:26])[CH3:25])[S:10]([C:13]1[CH:18]=[CH:17][C:16]([CH:19]2[CH2:21][O:20]2)=[C:15]([OH:22])[CH:14]=1)(=[O:12])=[O:11].[NH:27]1[CH2:32][CH2:31][O:30][CH2:29][CH2:28]1, predict the reaction product. The product is: [CH3:1][C:2]1[CH:7]=[C:6]([CH3:8])[CH:5]=[CH:4][C:3]=1[N:9]([CH2:23][CH:24]([CH3:26])[CH3:25])[S:10]([C:13]1[CH:18]=[CH:17][C:16]([CH:19]([N:27]2[CH2:32][CH2:31][O:30][CH2:29][CH2:28]2)[CH2:21][OH:20])=[C:15]([OH:22])[CH:14]=1)(=[O:12])=[O:11]. (7) Given the reactants OC(CO)[CH2:3][CH:4]=[C:5](C)[C:6](N)=[O:7].OCCC=C(C)[C:17]([NH2:19])=[O:18].OCC[C:24]([CH2:30][CH2:31]O)=[C:25]([CH3:29])[C:26]([NH2:28])=O.[OH:33][CH2:34][CH2:35]C(CCO)=CC(N)=O.[CH2:44](NC(=O)C=C)O, predict the reaction product. The product is: [CH3:35][CH2:34][O:33][C:6]([C:5]1[CH:26]([C:25]2[CH:24]=[CH:30][CH:31]=[CH:44][CH:29]=2)[NH:28][C:17](=[O:18])[NH:19][C:4]=1[CH3:3])=[O:7].